From a dataset of M1 muscarinic receptor agonist screen with 61,833 compounds. Binary Classification. Given a drug SMILES string, predict its activity (active/inactive) in a high-throughput screening assay against a specified biological target. The compound is S=c1n(c(=O)c2c([nH]1)cc(C(=O)NCCCN1CCCC1=O)cc2)Cc1occc1. The result is 0 (inactive).